From a dataset of Forward reaction prediction with 1.9M reactions from USPTO patents (1976-2016). Predict the product of the given reaction. (1) Given the reactants C([N:8]1[CH2:13][CH2:12][N:11]([CH:14]2[CH2:19][CH2:18][N:17]([C:20](=[O:54])[C@H:21]([NH:33][C:34]([N:36]3[CH2:41][CH2:40][CH:39]([N:42]4[C:46](=[O:47])[NH:45][C:44]([C:48]5[CH:53]=[CH:52][CH:51]=[CH:50][CH:49]=5)=[N:43]4)[CH2:38][CH2:37]3)=[O:35])[CH2:22][C:23]3[CH:32]=[CH:31][C:30]4[CH2:29][CH2:28][CH2:27][CH2:26][C:25]=4[CH:24]=3)[CH2:16][CH2:15]2)[CH2:10][CH2:9]1)C1C=CC=CC=1.[H][H], predict the reaction product. The product is: [O:54]=[C:20]([N:17]1[CH2:16][CH2:15][CH:14]([N:11]2[CH2:10][CH2:9][NH:8][CH2:13][CH2:12]2)[CH2:19][CH2:18]1)[C@H:21]([NH:33][C:34]([N:36]1[CH2:41][CH2:40][CH:39]([N:42]2[C:46](=[O:47])[NH:45][C:44]([C:48]3[CH:53]=[CH:52][CH:51]=[CH:50][CH:49]=3)=[N:43]2)[CH2:38][CH2:37]1)=[O:35])[CH2:22][C:23]1[CH:32]=[CH:31][C:30]2[CH2:29][CH2:28][CH2:27][CH2:26][C:25]=2[CH:24]=1. (2) Given the reactants C1C=CC2N(O)N=NC=2C=1.CCN=C=NCCCN(C)C.[C:22]([C:24]1[CH:25]=[C:26]([CH:30]=[CH:31][C:32]=1[O:33][CH:34]([CH3:36])[CH3:35])[C:27]([OH:29])=O)#[N:23].[F:37][C:38]1[CH:39]=[C:40]2[C:44](=[C:45](/[C:47](/[NH:50]O)=[N:48]/[H])[CH:46]=1)[NH:43][CH:42]=[C:41]2[CH2:52][CH2:53][C:54]([O:56][CH2:57][CH3:58])=[O:55].CCCC[N+](CCCC)(CCCC)CCCC.[F-], predict the reaction product. The product is: [C:22]([C:24]1[CH:25]=[C:26]([C:27]2[O:29][N:48]=[C:47]([C:45]3[CH:46]=[C:38]([F:37])[CH:39]=[C:40]4[C:44]=3[NH:43][CH:42]=[C:41]4[CH2:52][CH2:53][C:54]([O:56][CH2:57][CH3:58])=[O:55])[N:50]=2)[CH:30]=[CH:31][C:32]=1[O:33][CH:34]([CH3:36])[CH3:35])#[N:23]. (3) Given the reactants [CH2:1]([NH2:5])[CH2:2][CH2:3][CH3:4].C=O.[ClH:8].[CH3:9][O:10][C:11]1[CH:16]=[CH:15][C:14]([C:17]([C:19]2[CH:24]=[CH:23][CH:22]=[CH:21][N:20]=2)=O)=[CH:13][CH:12]=1.[C:25](=O)(O)[O-].[Na+], predict the reaction product. The product is: [Cl-:8].[CH2:1]([N:5]1[C:17]([C:14]2[CH:15]=[CH:16][C:11]([O:10][CH3:9])=[CH:12][CH:13]=2)=[C:19]2[CH:24]=[CH:23][CH:22]=[CH:21][N+:20]2=[CH:25]1)[CH2:2][CH2:3][CH3:4]. (4) Given the reactants [F:1][C:2]1[CH:40]=[N:39][C:5]2[N:6]([C:30]3[CH:31]=[C:32]([CH:36]=[CH:37][CH:38]=3)[C:33](O)=[O:34])[C:7](=[O:29])[N:8]([C@H:11]3[CH2:16][CH2:15][C@@H:14]([NH:17][C:18]([C:20]4[N:21]=[C:22]5[CH:27]=[CH:26][CH:25]=[CH:24][N:23]5[CH:28]=4)=[O:19])[CH2:13][CH2:12]3)[C:9](=[O:10])[C:4]=2[CH:3]=1.CCN(C(C)C)C(C)C.CN(C(ON1N=NC2C=CC=NC1=2)=[N+](C)C)C.F[P-](F)(F)(F)(F)F.[C:74]([O:78][C:79](=[O:84])[NH:80][CH2:81][CH2:82][NH2:83])([CH3:77])([CH3:76])[CH3:75], predict the reaction product. The product is: [F:1][C:2]1[CH:40]=[N:39][C:5]2[N:6]([C:30]3[CH:31]=[C:32]([CH:36]=[CH:37][CH:38]=3)[C:33]([NH:83][CH2:82][CH2:81][NH:80][C:79](=[O:84])[O:78][C:74]([CH3:77])([CH3:75])[CH3:76])=[O:34])[C:7](=[O:29])[N:8]([C@H:11]3[CH2:16][CH2:15][C@@H:14]([NH:17][C:18]([C:20]4[N:21]=[C:22]5[CH:27]=[CH:26][CH:25]=[CH:24][N:23]5[CH:28]=4)=[O:19])[CH2:13][CH2:12]3)[C:9](=[O:10])[C:4]=2[CH:3]=1. (5) Given the reactants C([O:4][CH2:5][C:6]1[CH:11]=[CH:10][N:9]=[C:8]2[N:12]([C:18]3[CH:23]=[CH:22][C:21]([OH:24])=[CH:20][CH:19]=3)[C:13](=[O:17])[N:14]([CH2:15][CH3:16])[C:7]=12)(=O)C.[OH-].[Na+].[NH4+:27].[Cl-], predict the reaction product. The product is: [CH2:15]([N:14]1[C:7]2[C:8](=[N:9][CH:10]=[CH:11][C:6]=2[CH2:5][OH:4])[N:12]([C:18]2[CH:23]=[CH:22][C:21]([O:24][C:13]3[N:12]([CH3:18])[C:8]4=[N:9][CH:10]=[CH:11][CH:6]=[C:7]4[N:27]=3)=[CH:20][CH:19]=2)[C:13]1=[O:17])[CH3:16]. (6) Given the reactants Br[C:2]1[N:7]=[C:6]([NH:8][CH2:9][C:10]2([F:16])[CH2:15][CH2:14][O:13][CH2:12][CH2:11]2)[CH:5]=[CH:4][CH:3]=1.[Cl:17][C:18]1[C:19](B(O)O)=[CH:20][C:21]([F:24])=[N:22][CH:23]=1.C([O-])([O-])=O.[Na+].[Na+], predict the reaction product. The product is: [Cl:17][C:18]1[C:19]([C:2]2[CH:3]=[CH:4][CH:5]=[C:6]([NH:8][CH2:9][C:10]3([F:16])[CH2:15][CH2:14][O:13][CH2:12][CH2:11]3)[N:7]=2)=[CH:20][C:21]([F:24])=[N:22][CH:23]=1. (7) Given the reactants [O:1]=[C:2]1[N:6]2[CH2:7][CH2:8][N:9]([C:11]([O:13]C(C)(C)C)=O)[CH2:10][CH:5]2[CH:4]([C:18]2[CH:23]=[CH:22][CH:21]=[CH:20][CH:19]=2)[O:3]1.FC(F)(F)C(O)=O.O1CCCC1.[F:36][C:37]1[CH:42]=[CH:41][C:40]([N:43]=C=O)=[CH:39][CH:38]=1, predict the reaction product. The product is: [F:36][C:37]1[CH:42]=[CH:41][C:40]([NH:43][C:11]([N:9]2[CH2:8][CH2:7][N:6]3[C:2](=[O:1])[O:3][CH:4]([C:18]4[CH:19]=[CH:20][CH:21]=[CH:22][CH:23]=4)[CH:5]3[CH2:10]2)=[O:13])=[CH:39][CH:38]=1. (8) Given the reactants [F:1][C:2]1[C:11]2[CH2:10][N:9]([C@H:12]([CH:16]([CH3:18])[CH3:17])[C:13](O)=[O:14])[C:8](=[O:19])[C:7]3=[CH:20][NH:21][C:5]([C:6]=23)=[N:4][CH:3]=1.[O:22]=[S:23]1(=[O:29])[CH2:27][CH2:26][CH:25]([NH2:28])[CH2:24]1.C1C=CC2N(O)N=NC=2C=1.C(Cl)CCl, predict the reaction product. The product is: [F:1][C:2]1[C:11]2[CH2:10][N:9]([C@H:12]([CH:16]([CH3:17])[CH3:18])[C:13]([NH:28][CH:25]3[CH2:26][CH2:27][S:23](=[O:29])(=[O:22])[CH2:24]3)=[O:14])[C:8](=[O:19])[C:7]3=[CH:20][NH:21][C:5]([C:6]=23)=[N:4][CH:3]=1. (9) Given the reactants [Cl:1][C:2]1[N:10]=[C:9]2[C:5]([N:6]=[CH:7][NH:8]2)=[C:4]([N:11]2[C:19]3[C:14](=[CH:15][CH:16]=[CH:17][CH:18]=3)[CH2:13][CH2:12]2)[N:3]=1.ClC1C(=O)C(C#N)=C(C#N)C(=O)C=1Cl, predict the reaction product. The product is: [Cl:1][C:2]1[N:10]=[C:9]2[C:5]([N:6]=[CH:7][NH:8]2)=[C:4]([N:11]2[C:19]3[C:14](=[CH:15][CH:16]=[CH:17][CH:18]=3)[CH:13]=[CH:12]2)[N:3]=1.